Dataset: Full USPTO retrosynthesis dataset with 1.9M reactions from patents (1976-2016). Task: Predict the reactants needed to synthesize the given product. Given the product [ClH:43].[NH2:7][C@H:8]([C:9]1[CH:14]=[CH:13][CH:12]=[CH:11][C:10]=1[O:15][CH3:16])[C:17]([N:18]([C:31]1[CH:36]=[CH:35][C:34]([O:37][CH3:38])=[C:33]([O:39][CH3:40])[CH:32]=1)[CH2:19][CH2:20][C:21]1[CH:26]=[CH:25][C:24]([C:27]([F:30])([F:29])[F:28])=[CH:23][CH:22]=1)=[O:41], predict the reactants needed to synthesize it. The reactants are: C(OC(=O)[NH:7][CH:8]([C:17](=[O:41])[N:18]([C:31]1[CH:36]=[CH:35][C:34]([O:37][CH3:38])=[C:33]([O:39][CH3:40])[CH:32]=1)[CH2:19][CH2:20][C:21]1[CH:26]=[CH:25][C:24]([C:27]([F:30])([F:29])[F:28])=[CH:23][CH:22]=1)[C:9]1[CH:14]=[CH:13][CH:12]=[CH:11][C:10]=1[O:15][CH3:16])(C)(C)C.[ClH:43].